Dataset: Forward reaction prediction with 1.9M reactions from USPTO patents (1976-2016). Task: Predict the product of the given reaction. (1) Given the reactants [Br:1][C:2]1[CH:7]=[CH:6][C:5]([S:8](Cl)(=[O:10])=[O:9])=[CH:4][C:3]=1[O:12][CH3:13].C(N(CC)C(C)C)(C)C.[C:23]([NH2:27])([CH3:26])([CH3:25])[CH3:24], predict the reaction product. The product is: [Br:1][C:2]1[CH:7]=[CH:6][C:5]([S:8]([NH:27][C:23]([CH3:26])([CH3:25])[CH3:24])(=[O:10])=[O:9])=[CH:4][C:3]=1[O:12][CH3:13]. (2) Given the reactants N(C(OC(C)C)=O)=NC(OC(C)C)=O.[Cl:15][C:16]1[N:21]=[C:20]2[NH:22][N:23]=[CH:24][C:19]2=[C:18]([N:25]2[CH2:31][CH:30]3[O:32][CH:27]([CH2:28][CH2:29]3)[CH2:26]2)[N:17]=1.O[CH:34]1[CH2:39][CH2:38][N:37]([C:40]([O:42][C:43]([CH3:46])([CH3:45])[CH3:44])=[O:41])[CH2:36][CH2:35]1.C1(P(C2C=CC=CC=2)C2C=CC=CC=2)C=CC=CC=1, predict the reaction product. The product is: [CH:27]12[O:32][CH:30]([CH2:29][CH2:28]1)[CH2:31][N:25]([C:18]1[N:17]=[C:16]([Cl:15])[N:21]=[C:20]3[N:22]([CH:34]4[CH2:39][CH2:38][N:37]([C:40]([O:42][C:43]([CH3:46])([CH3:45])[CH3:44])=[O:41])[CH2:36][CH2:35]4)[N:23]=[CH:24][C:19]=13)[CH2:26]2. (3) Given the reactants C1(N=C=NC2CCCCC2)CCCCC1.[F:16][C:17]([F:28])([F:27])[C:18]1[CH:23]=[CH:22][CH:21]=[C:20]([C:24]([OH:26])=[O:25])[CH:19]=1.[F:29][C:30]1[C:35](O)=[C:34]([F:37])[C:33]([F:38])=[C:32]([F:39])[C:31]=1[F:40], predict the reaction product. The product is: [F:16][C:17]([F:27])([F:28])[C:18]1[CH:19]=[C:20]([CH:21]=[CH:22][CH:23]=1)[C:24]([O:26][C:35]1[C:34]([F:37])=[C:33]([F:38])[C:32]([F:39])=[C:31]([F:40])[C:30]=1[F:29])=[O:25]. (4) Given the reactants [CH2:1]([N:8]1[CH2:13][CH2:12][N:11]([CH2:14][C:15]2[CH:20]=[CH:19][CH:18]=[CH:17][CH:16]=2)[CH2:10][CH:9]1[CH2:21]O)[C:2]1[CH:7]=[CH:6][CH:5]=[CH:4][CH:3]=1.CCN(S(F)(F)[F:29])CC, predict the reaction product. The product is: [CH2:1]([N:8]1[CH2:13][CH2:12][N:11]([CH2:14][C:15]2[CH:20]=[CH:19][CH:18]=[CH:17][CH:16]=2)[CH2:10][CH:9]1[CH2:21][F:29])[C:2]1[CH:7]=[CH:6][CH:5]=[CH:4][CH:3]=1. (5) The product is: [OH:16][C:5]1[CH:4]=[CH:3][C:2]([C:23]#[C:22][CH2:21][CH2:20][C:18]([OH:24])([CH3:19])[CH3:17])=[CH:7][C:6]=1[N:8]1[S:12](=[O:14])(=[O:13])[NH:11][C:10](=[O:15])[CH2:9]1. Given the reactants Br[C:2]1[CH:3]=[CH:4][C:5]([OH:16])=[C:6]([N:8]2[S:12](=[O:14])(=[O:13])[NH:11][C:10](=[O:15])[CH2:9]2)[CH:7]=1.[CH3:17][C:18]([OH:24])([CH2:20][CH2:21][C:22]#[CH:23])[CH3:19].C([O-])([O-])=O.[K+].[K+], predict the reaction product. (6) Given the reactants [C:1]([O:5][C@@H:6]([C:12]1[C:13]([CH3:27])=[N:14][C:15]2[N:16]([N:19]=[C:20]([C:22]([O:24][CH2:25][CH3:26])=[O:23])[CH:21]=2)[C:17]=1I)[C:7]([O:9][CH2:10][CH3:11])=[O:8])([CH3:4])([CH3:3])[CH3:2].[F:28][C:29]1[C:30](B2OC(C)(C)C(C)(C)O2)=[CH:31][C:32]2[NH:37][CH2:36][CH2:35][O:34][C:33]=2[CH:38]=1.C([O-])([O-])=O.[Na+].[Na+], predict the reaction product. The product is: [C:1]([O:5][C@@H:6]([C:12]1[C:13]([CH3:27])=[N:14][C:15]2[N:16]([N:19]=[C:20]([C:22]([O:24][CH2:25][CH3:26])=[O:23])[CH:21]=2)[C:17]=1[C:30]1[C:29]([F:28])=[CH:38][C:33]2[O:34][CH2:35][CH2:36][NH:37][C:32]=2[CH:31]=1)[C:7]([O:9][CH2:10][CH3:11])=[O:8])([CH3:4])([CH3:3])[CH3:2]. (7) Given the reactants C([CH:8]([NH2:12])[CH2:9][CH2:10][NH2:11])(OC(C)(C)C)=O.[OH:13][C:14]([C@@H:16]([C:18]1[CH:27]=[CH:26][C:21]([CH2:22][CH:23]([CH3:25])[CH3:24])=[CH:20][CH:19]=1)[CH3:17])=O.C1CCC(N=C=NC2CCCCC2)CC1.C(Cl)[Cl:44], predict the reaction product. The product is: [ClH:44].[CH2:22]([C:21]1[CH:20]=[CH:19][C:18]([CH:16]([CH3:17])[C:14]([NH:11][CH2:10][CH2:9][CH2:8][NH2:12])=[O:13])=[CH:27][CH:26]=1)[CH:23]([CH3:25])[CH3:24].